From a dataset of Forward reaction prediction with 1.9M reactions from USPTO patents (1976-2016). Predict the product of the given reaction. Given the reactants C1(S(O)(=O)=O)C=CC=CC=1.[NH2:11][C@@:12]1([C:38]([OH:40])=[O:39])[C@@H:17]([F:18])[CH2:16][C@@H:15]2[C@H:13]1[C@H:14]2[C:19]([O:21][C@@H:22]([O:24][C:25]([O:27][C@@H:28]1[CH2:33][C@H:32]([CH3:34])[CH2:31][CH2:30][C@H:29]1[CH:35]([CH3:37])[CH3:36])=[O:26])[CH3:23])=[O:20], predict the reaction product. The product is: [NH2:11][C@@:12]1([C:38]([OH:40])=[O:39])[C@@H:17]([F:18])[CH2:16][C@@H:15]2[C@H:13]1[C@H:14]2[C:19]([O:21][C@@H:22]([O:24][C:25]([O:27][C@@H:28]1[CH2:33][C@H:32]([CH3:34])[CH2:31][CH2:30][C@H:29]1[CH:35]([CH3:36])[CH3:37])=[O:26])[CH3:23])=[O:20].